This data is from Reaction yield outcomes from USPTO patents with 853,638 reactions. The task is: Predict the reaction yield, written as a fraction of the theoretical maximum amount of product (1.0 means a 100% yield; for example, 0.34 means a 34% yield). (1) The reactants are Cl[C:2]1[CH:7]=[C:6](Cl)[N:5]=[CH:4][N:3]=1.[C:9]1(B(O)O)[CH:14]=[CH:13][CH:12]=[CH:11][CH:10]=1.C(=O)([O-])[O-].[Na+].[Na+]. The catalyst is C1C=CC(P(C2C=CC=CC=2)C2C=CC=CC=2)=CC=1.C1C=CC(P(C2C=CC=CC=2)C2C=CC=CC=2)=CC=1.Cl[Pd]Cl.O.C(#N)C. The product is [C:9]1([C:2]2[CH:7]=[C:6]([C:9]3[CH:14]=[CH:13][CH:12]=[CH:11][CH:10]=3)[N:5]=[CH:4][N:3]=2)[CH:14]=[CH:13][CH:12]=[CH:11][CH:10]=1. The yield is 0.380. (2) The reactants are [C:1]([C:4]1[O:5][C:6]2[CH:13]=[CH:12][C:11]([O:14][CH3:15])=[C:10]([Cl:16])[C:7]=2[C:8]=1[NH2:9])(=[O:3])[CH3:2].[CH:17](=O)[C:18]1[CH:23]=[CH:22][CH:21]=[CH:20][CH:19]=1.[OH-].[Na+].O. The catalyst is CO. The product is [C:1]([C:4]1[O:5][C:6]2[CH:13]=[CH:12][C:11]([O:14][CH3:15])=[C:10]([Cl:16])[C:7]=2[C:8]=1[NH2:9])(=[O:3])[CH:2]=[CH:17][C:18]1[CH:23]=[CH:22][CH:21]=[CH:20][CH:19]=1. The yield is 0.926. (3) The reactants are [C:1]1([C:7]2[CH:8]=[C:9]3[C:13](=[CH:14][CH:15]=2)[NH:12][C:11](=[O:16])[CH2:10]3)[CH:6]=[CH:5][CH:4]=[CH:3][CH:2]=1.[CH3:17][N:18]([CH3:34])[CH2:19][CH2:20][CH2:21][NH:22][C:23]([C:25]1[C:29]([CH3:30])=[C:28]([CH:31]=O)[NH:27][C:26]=1[CH3:33])=[O:24]. No catalyst specified. The product is [CH3:34][N:18]([CH3:17])[CH2:19][CH2:20][CH2:21][NH:22][C:23]([C:25]1[C:29]([CH3:30])=[C:28]([CH:31]=[C:10]2[C:9]3[C:13](=[CH:14][CH:15]=[C:7]([C:1]4[CH:2]=[CH:3][CH:4]=[CH:5][CH:6]=4)[CH:8]=3)[NH:12][C:11]2=[O:16])[NH:27][C:26]=1[CH3:33])=[O:24]. The yield is 0.280. (4) The product is [C:23]([C:27]1[CH:28]=[CH:29][C:30]([C:31]([NH:1][C:2]2[CH:3]=[CH:4][C:5]([C:8]3[O:12][C:11]([CH:13]4[CH2:14][CH2:15][CH:16]([C:19]([O:21][CH3:22])=[O:20])[CH2:17][CH2:18]4)=[N:10][CH:9]=3)=[CH:6][CH:7]=2)=[O:32])=[CH:34][CH:35]=1)([CH3:26])([CH3:24])[CH3:25]. The yield is 0.600. The reactants are [NH2:1][C:2]1[CH:7]=[CH:6][C:5]([C:8]2[O:12][C:11]([CH:13]3[CH2:18][CH2:17][CH:16]([C:19]([O:21][CH3:22])=[O:20])[CH2:15][CH2:14]3)=[N:10][CH:9]=2)=[CH:4][CH:3]=1.[C:23]([C:27]1[CH:35]=[CH:34][C:30]([C:31](Cl)=[O:32])=[CH:29][CH:28]=1)([CH3:26])([CH3:25])[CH3:24]. No catalyst specified. (5) The reactants are [H-].[Al+3].[Li+].[H-].[H-].[H-].[CH3:7][C:8]1([CH3:20])[CH2:19][O:18][C:11]2([CH2:17][CH2:16][C:14](=[O:15])[CH2:13][CH2:12]2)[O:10][CH2:9]1.O.[OH-].[Na+]. The catalyst is O1CCCC1. The product is [CH3:7][C:8]1([CH3:20])[CH2:9][O:10][C:11]2([CH2:12][CH2:13][CH:14]([OH:15])[CH2:16][CH2:17]2)[O:18][CH2:19]1. The yield is 0.912. (6) The reactants are [CH3:1][C:2]1[NH:6][N:5]=[C:4]([C:7]([O:9][CH2:10][CH3:11])=[O:8])[CH:3]=1.C1C(=O)N([I:19])C(=O)C1. The catalyst is CN(C)C=O.O. The product is [I:19][C:3]1[C:4]([C:7]([O:9][CH2:10][CH3:11])=[O:8])=[N:5][NH:6][C:2]=1[CH3:1]. The yield is 0.990. (7) The reactants are [C:1]([O:5][C:6]([NH:8][CH2:9][C:10]1[C:11]([CH2:27][CH:28]([CH3:30])[CH3:29])=[N:12][C:13]([CH3:26])=[C:14]([C:18]=1[C:19]1[CH:24]=[CH:23][C:22]([CH3:25])=[CH:21][CH:20]=1)C(O)=O)=[O:7])([CH3:4])([CH3:3])[CH3:2].C([N:33]([CH2:36]C)CC)C.C1(P([N:52]=[N+]=[N-])(C2C=CC=CC=2)=O)C=CC=CC=1.[OH2:55]. The catalyst is CN(C)C=O. The product is [NH2:52][C:36]([NH:33][C:14]1[C:18]([C:19]2[CH:24]=[CH:23][C:22]([CH3:25])=[CH:21][CH:20]=2)=[C:10]([CH2:9][NH:8][C:6](=[O:7])[O:5][C:1]([CH3:2])([CH3:3])[CH3:4])[C:11]([CH2:27][CH:28]([CH3:29])[CH3:30])=[N:12][C:13]=1[CH3:26])=[O:55]. The yield is 0.240. (8) The yield is 0.480. The product is [CH2:10]1[C:9]2[C:4](=[CH:5][CH:6]=[CH:7][CH:8]=2)[C@@H:3]([NH:11][C:12]([C:13]([NH:15][C:16]2[CH:21]=[CH:20][C:19]([Cl:22])=[C:18]([F:23])[CH:17]=2)=[O:14])=[O:24])[C@@H:2]1[N:1]=[C:31]([NH2:32])[NH2:26]. The reactants are [NH2:1][C@@H:2]1[CH2:10][C:9]2[C:4](=[CH:5][CH:6]=[CH:7][CH:8]=2)[C@H:3]1[NH:11][C:12](=[O:24])[C:13]([NH:15][C:16]1[CH:21]=[CH:20][C:19]([Cl:22])=[C:18]([F:23])[CH:17]=1)=[O:14].Cl.[N:26]1([C:31](N)=[NH:32])C=CC=N1.C(N(CC)C(C)C)(C)C. The catalyst is CN(C=O)C.CC#N.O.